From a dataset of Catalyst prediction with 721,799 reactions and 888 catalyst types from USPTO. Predict which catalyst facilitates the given reaction. (1) Reactant: [NH:1]1[CH:5]=[CH:4][CH:3]=[N:2]1.CC(C)([O-])C.[K+].F[C:13]1[CH:18]=[CH:17][C:16]([C:19]([F:22])([F:21])[F:20])=[CH:15][C:14]=1[N+:23]([O-:25])=[O:24].[Cl-].[NH4+]. Product: [N+:23]([C:14]1[CH:15]=[C:16]([C:19]([F:20])([F:21])[F:22])[CH:17]=[CH:18][C:13]=1[N:1]1[CH:5]=[CH:4][CH:3]=[N:2]1)([O-:25])=[O:24]. The catalyst class is: 16. (2) Reactant: [F:1][C:2]1[C:3]([C:9]#[N:10])=[N:4][CH:5]=[C:6](I)[CH:7]=1.[Cl-].[F:12][C:13]1[CH:20]=[CH:19][C:16]([CH2:17][Zn+])=[CH:15][CH:14]=1.O.C(OCC)(=O)C. Product: [F:1][C:2]1[C:3]([C:9]#[N:10])=[N:4][CH:5]=[C:6]([CH2:17][C:16]2[CH:19]=[CH:20][C:13]([F:12])=[CH:14][CH:15]=2)[CH:7]=1. The catalyst class is: 176.